Dataset: Forward reaction prediction with 1.9M reactions from USPTO patents (1976-2016). Task: Predict the product of the given reaction. (1) Given the reactants CC(C)([O-:4])C.[K+].[CH3:7][O:8][C:9]1[CH:22]=[CH:21][C:12]([CH2:13][C@H:14]([CH:18]([CH3:20])[CH3:19])[CH2:15][CH:16]=O)=[CH:11][C:10]=1[O:23][CH2:24][CH2:25][CH2:26][O:27][CH3:28].[NH4+].[Cl-].[CH2:31]1[CH2:35][O:34][CH2:33][CH2:32]1, predict the reaction product. The product is: [CH2:33]([O:34][C:35](=[O:4])[CH:31]=[CH:16][CH2:15][C@H:14]([CH2:13][C:12]1[CH:21]=[CH:22][C:9]([O:8][CH3:7])=[C:10]([O:23][CH2:24][CH2:25][CH2:26][O:27][CH3:28])[CH:11]=1)[CH:18]([CH3:20])[CH3:19])[CH3:32]. (2) Given the reactants C(OC([NH:8][CH2:9][CH2:10][CH2:11][C@@H:12]([CH2:23][C:24]1[N:25]=[CH:26][N:27]2[C:36]3[C:31](=[CH:32][CH:33]=[CH:34][CH:35]=3)[CH2:30][CH2:29][C:28]=12)[C:13]([O:15][CH2:16][CH2:17][CH2:18][CH2:19][CH2:20][CH2:21][CH3:22])=[O:14])=O)(C)(C)C.[ClH:37], predict the reaction product. The product is: [ClH:37].[ClH:37].[NH2:8][CH2:9][CH2:10][CH2:11][C@@H:12]([CH2:23][C:24]1[N:25]=[CH:26][N:27]2[C:36]3[C:31](=[CH:32][CH:33]=[CH:34][CH:35]=3)[CH2:30][CH2:29][C:28]=12)[C:13]([O:15][CH2:16][CH2:17][CH2:18][CH2:19][CH2:20][CH2:21][CH3:22])=[O:14]. (3) Given the reactants [NH2:1][C@H:2]1[C:7]([F:9])([F:8])[CH2:6][CH2:5][CH2:4][C@H:3]1[NH:10][C:11]1[N:12]=[C:13](Cl)[C:14]([C:17]#[N:18])=[N:15][CH:16]=1.[NH2:20][C:21]1[CH:22]=[C:23]2[C:28](=[CH:29][CH:30]=1)[N:27]=[CH:26][CH:25]=[CH:24]2.C([O-])([O-])=O.[K+].[K+].C1C=CC(P(C2C(C3C(P(C4C=CC=CC=4)C4C=CC=CC=4)=CC=C4C=3C=CC=C4)=C3C(C=CC=C3)=CC=2)C2C=CC=CC=2)=CC=1, predict the reaction product. The product is: [NH2:1][C@H:2]1[C:7]([F:9])([F:8])[CH2:6][CH2:5][CH2:4][C@H:3]1[NH:10][C:11]1[N:12]=[C:13]([NH:20][C:21]2[CH:22]=[C:23]3[C:28](=[CH:29][CH:30]=2)[N:27]=[CH:26][CH:25]=[CH:24]3)[C:14]([C:17]#[N:18])=[N:15][CH:16]=1.